This data is from Full USPTO retrosynthesis dataset with 1.9M reactions from patents (1976-2016). The task is: Predict the reactants needed to synthesize the given product. Given the product [C:42]([O:41][C:39]([NH:38][CH2:37][CH2:36][N:25]([CH2:26][CH2:27][NH:28][C:29]([O:31][C:32]([CH3:33])([CH3:34])[CH3:35])=[O:30])[S:24]([CH2:23][C@@H:12]([NH:11][C:9]([O:8][C:51]([CH3:54])([CH3:53])[CH3:52])=[O:10])[C:13]([OH:15])=[O:14])(=[O:47])=[O:46])=[O:40])([CH3:43])([CH3:44])[CH3:45], predict the reactants needed to synthesize it. The reactants are: C([O:8][C:9]([NH:11][C@H:12]([CH2:23][S:24](=[O:47])(=[O:46])[N:25]([CH2:36][CH2:37][NH:38][C:39]([O:41][C:42]([CH3:45])([CH3:44])[CH3:43])=[O:40])[CH2:26][CH2:27][NH:28][C:29]([O:31][C:32]([CH3:35])([CH3:34])[CH3:33])=[O:30])[C:13]([O:15]CC1C=CC=CC=1)=[O:14])=[O:10])C1C=CC=CC=1.C(OC(O[C:51]([CH3:54])([CH3:53])[CH3:52])=O)(O[C:51]([CH3:54])([CH3:53])[CH3:52])=O.